From a dataset of Peptide-MHC class II binding affinity with 134,281 pairs from IEDB. Regression. Given a peptide amino acid sequence and an MHC pseudo amino acid sequence, predict their binding affinity value. This is MHC class II binding data. (1) The peptide sequence is RVVHLYRNGKDQDGD. The MHC is HLA-DQA10401-DQB10402 with pseudo-sequence HLA-DQA10401-DQB10402. The binding affinity (normalized) is 0.0316. (2) The peptide sequence is MKRPSREKQDKKIFTE. The MHC is HLA-DQA10102-DQB10602 with pseudo-sequence HLA-DQA10102-DQB10602. The binding affinity (normalized) is 0.